This data is from Forward reaction prediction with 1.9M reactions from USPTO patents (1976-2016). The task is: Predict the product of the given reaction. (1) Given the reactants C[O:2][C:3](=O)[CH:4]([CH:15]1[CH2:20][CH2:19][N:18]([C:21]([O:23][C:24]([CH3:27])([CH3:26])[CH3:25])=[O:22])[CH2:17][CH2:16]1)[CH2:5][C:6]1[CH:11]=[CH:10][CH:9]=[CH:8][C:7]=1[N+:12]([O-])=O.C(O)(=O)C.[H][H], predict the reaction product. The product is: [O:2]=[C:3]1[CH:4]([CH:15]2[CH2:20][CH2:19][N:18]([C:21]([O:23][C:24]([CH3:27])([CH3:26])[CH3:25])=[O:22])[CH2:17][CH2:16]2)[CH2:5][C:6]2[C:7](=[CH:8][CH:9]=[CH:10][CH:11]=2)[NH:12]1. (2) Given the reactants C(OC([N:8]1[CH2:11][CH:10]([N:12]2[CH2:15][CH:14]([F:16])[CH2:13]2)[CH2:9]1)=O)(C)(C)C, predict the reaction product. The product is: [F:16][CH:14]1[CH2:15][N:12]([CH:10]2[CH2:11][NH:8][CH2:9]2)[CH2:13]1. (3) Given the reactants Br[C:2]1[CH:7]=[CH:6][C:5]([CH2:8][CH2:9][C:10]([N:12]2[CH2:17][CH2:16][O:15][CH2:14][CH2:13]2)=[O:11])=[CH:4][CH:3]=1.[C:18]([O:22][C:23]([N:25]1[CH2:30][CH2:29][NH:28][CH2:27][CH2:26]1)=[O:24])([CH3:21])([CH3:20])[CH3:19].CC(C)([O-])C.[Na+], predict the reaction product. The product is: [N:12]1([C:10](=[O:11])[CH2:9][CH2:8][C:5]2[CH:6]=[CH:7][C:2]([N:28]3[CH2:27][CH2:26][N:25]([C:23]([O:22][C:18]([CH3:21])([CH3:20])[CH3:19])=[O:24])[CH2:30][CH2:29]3)=[CH:3][CH:4]=2)[CH2:17][CH2:16][O:15][CH2:14][CH2:13]1. (4) Given the reactants [N:1]1([C:6]2[CH:11]=[CH:10][C:9]([NH:12][C:13]([NH2:15])=[S:14])=[CH:8][CH:7]=2)[CH:5]=[N:4][CH:3]=[N:2]1.Br[CH:17]1[CH2:22][CH2:21][CH2:20][CH:19]([C:23]2[CH:28]=[CH:27][CH:26]=[CH:25][CH:24]=2)[C:18]1=O, predict the reaction product. The product is: [C:19]1([CH:23]2[C:24]3[N:15]=[C:13]([NH:12][C:9]4[CH:8]=[CH:7][C:6]([N:1]5[CH:5]=[N:4][CH:3]=[N:2]5)=[CH:11][CH:10]=4)[S:14][C:25]=3[CH2:26][CH2:27][CH2:28]2)[CH:20]=[CH:21][CH:22]=[CH:17][CH:18]=1. (5) The product is: [Br:1][C:2]1[N:3]=[C:4]([O:9][CH3:10])[C:5]([NH:8][S:19]([C:14]2[CH:15]=[CH:16][C:17]([Cl:18])=[C:12]([Cl:11])[CH:13]=2)(=[O:21])=[O:20])=[N:6][CH:7]=1. Given the reactants [Br:1][C:2]1[N:3]=[C:4]([O:9][CH3:10])[C:5]([NH2:8])=[N:6][CH:7]=1.[Cl:11][C:12]1[CH:13]=[C:14]([S:19](Cl)(=[O:21])=[O:20])[CH:15]=[CH:16][C:17]=1[Cl:18], predict the reaction product. (6) Given the reactants [C:1]([C:5]1[CH:42]=[CH:41][C:8]([CH2:9][O:10][C:11]2[CH:16]=[CH:15][CH:14]=[CH:13][C:12]=2/[CH:17]=[CH:18]/[CH:19]([CH2:31][CH2:32][C:33]2[CH:38]=[CH:37][C:36]([C:39]#[N:40])=[CH:35][CH:34]=2)[CH2:20][C:21]2[CH:30]=[CH:29][C:24]([C:25]([O:27]C)=[O:26])=[CH:23][CH:22]=2)=[CH:7][CH:6]=1)([CH3:4])([CH3:3])[CH3:2].[OH-].[Li+].Cl, predict the reaction product. The product is: [C:1]([C:5]1[CH:42]=[CH:41][C:8]([CH2:9][O:10][C:11]2[CH:16]=[CH:15][CH:14]=[CH:13][C:12]=2/[CH:17]=[CH:18]/[CH:19]([CH2:31][CH2:32][C:33]2[CH:38]=[CH:37][C:36]([C:39]#[N:40])=[CH:35][CH:34]=2)[CH2:20][C:21]2[CH:22]=[CH:23][C:24]([C:25]([OH:27])=[O:26])=[CH:29][CH:30]=2)=[CH:7][CH:6]=1)([CH3:4])([CH3:2])[CH3:3]. (7) Given the reactants [H-].C[O:3]CCO[Al+]OCCOC.[Na+].[H-].[F:15][C:16]1[CH:23]=[C:22]([N:24]2[CH:28]=[C:27]([CH3:29])[N:26]=[CH:25]2)[C:21]([O:30][CH3:31])=[CH:20][C:17]=1[C:18]#N.O.[OH-].[Na+], predict the reaction product. The product is: [F:15][C:16]1[CH:23]=[C:22]([N:24]2[CH:28]=[C:27]([CH3:29])[N:26]=[CH:25]2)[C:21]([O:30][CH3:31])=[CH:20][C:17]=1[CH:18]=[O:3]. (8) Given the reactants [O:1]=[C:2]1[N:6]2[CH2:7][CH2:8][N:9]([C:11]([O:13][C:14]([CH3:17])([CH3:16])[CH3:15])=[O:12])[CH2:10][CH:5]2[CH2:4][CH2:3]1.C[Si]([N-][Si](C)(C)C)(C)C.[Li+].C1(C2[O:36]N2S(C2C=CC=CC=2)(=O)=O)C=CC=CC=1.[NH4+].[Cl-], predict the reaction product. The product is: [OH:36][CH:3]1[C:2](=[O:1])[N:6]2[CH2:7][CH2:8][N:9]([C:11]([O:13][C:14]([CH3:17])([CH3:16])[CH3:15])=[O:12])[CH2:10][CH:5]2[CH2:4]1.